The task is: Predict which catalyst facilitates the given reaction.. This data is from Catalyst prediction with 721,799 reactions and 888 catalyst types from USPTO. (1) Reactant: [F-].C([N+](CCCC)(CCCC)CCCC)CCC.[CH3:19][O:20][C:21](=[O:60])[CH2:22][C:23]1[CH:28]=[CH:27][C:26]([C:29]2[CH:34]=[CH:33][C:32]([C:35]([CH2:57][CH3:58])([C:38]3[CH:43]=[CH:42][C:41]([C:44]#[C:45][C:46]4([O:51][Si](C)(C)C)[CH2:50][CH2:49][CH2:48][CH2:47]4)=[C:40]([CH3:56])[CH:39]=3)[CH2:36][CH3:37])=[CH:31][C:30]=2[CH3:59])=[CH:25][CH:24]=1.O. Product: [CH3:19][O:20][C:21](=[O:60])[CH2:22][C:23]1[CH:24]=[CH:25][C:26]([C:29]2[CH:34]=[CH:33][C:32]([C:35]([CH2:36][CH3:37])([C:38]3[CH:43]=[CH:42][C:41]([C:44]#[C:45][C:46]4([OH:51])[CH2:50][CH2:49][CH2:48][CH2:47]4)=[C:40]([CH3:56])[CH:39]=3)[CH2:57][CH3:58])=[CH:31][C:30]=2[CH3:59])=[CH:27][CH:28]=1. The catalyst class is: 7. (2) Reactant: [F:1][C:2]([F:35])([F:34])[C:3]1[CH:4]=[C:5]([C:13]2([C:30]([F:33])([F:32])[F:31])[CH2:17][CH2:16][N:15]([C:18]3[N:23]=[CH:22][C:21]([CH2:24]O)=[C:20]([C:26]([F:29])([F:28])[F:27])[CH:19]=3)[CH2:14]2)[CH:6]=[C:7]([C:9]([F:12])([F:11])[F:10])[CH:8]=1.[C:36]1(=[O:46])[NH:40][C:39](=[O:41])[C:38]2=[CH:42][CH:43]=[CH:44][CH:45]=[C:37]12.C1(P(C2C=CC=CC=2)C2C=CC=CC=2)C=CC=CC=1.N(C(OCC)=O)=NC(OCC)=O. Product: [F:35][C:2]([F:1])([F:34])[C:3]1[CH:4]=[C:5]([C:13]2([C:30]([F:31])([F:32])[F:33])[CH2:17][CH2:16][N:15]([C:18]3[N:23]=[CH:22][C:21]([CH2:24][N:40]4[C:36](=[O:46])[C:37]5[C:38](=[CH:42][CH:43]=[CH:44][CH:45]=5)[C:39]4=[O:41])=[C:20]([C:26]([F:27])([F:28])[F:29])[CH:19]=3)[CH2:14]2)[CH:6]=[C:7]([C:9]([F:12])([F:11])[F:10])[CH:8]=1. The catalyst class is: 7. (3) Reactant: C([O:3][C:4]([C:6]1[CH:13]=[C:9]2[O:10][CH2:11][CH2:12][N:8]2[N:7]=1)=O)C.[BH4-].[Li+].CO. Product: [O:10]1[CH2:11][CH2:12][N:8]2[N:7]=[C:6]([CH2:4][OH:3])[CH:13]=[C:9]12. The catalyst class is: 1. (4) Reactant: CC(C1C=CC2CC[C@@H]3[C@@:15]([CH2:17][NH2:18])(C)CCC[C@@]3(C)C=2C=1)C.CN(C(O[N:30]1[N:38]=[N:37][C:32]2C=CC=C[C:31]1=2)=[N+](C)C)C.F[P-](F)(F)(F)(F)F.[CH3:46][CH2:47][N:48](C(C)C)C(C)C.O. Product: [N:18]1([C:32]2[N:37]=[N:38][NH:30][CH:31]=2)[CH2:17][CH2:15][NH:48][CH2:47][CH2:46]1. The catalyst class is: 3. (5) Reactant: [C:1](OC(=O)CCC1C=CC(OC(=O)N(C)C)=CC=1)(C)(C)C.C([O:26][C:27](=[O:55])[CH:28]([NH:42][C:43]1[C:48]([NH2:49])=[CH:47][N:46]=[C:45]([N:50]([CH2:53][CH3:54])[CH2:51][CH3:52])[N:44]=1)[CH2:29][C:30]1[CH:35]=[CH:34][C:33]([O:36][C:37](=[O:41])[N:38]([CH3:40])[CH3:39])=[CH:32][CH:31]=1)(C)(C)C.[F:56][C:57]1[CH:62]=[CH:61][C:60]([S:63](Cl)(=[O:65])=[O:64])=[CH:59][CH:58]=1.CN(C)CCCN. Product: [CH2:53]([N:50]([CH2:51][CH3:52])[C:45]1[N:44]=[C:43]([NH:42][CH:28]([CH2:29][C:30]2[CH:35]=[CH:34][C:33]([O:36][C:37](=[O:41])[N:38]([CH3:39])[CH3:40])=[CH:32][CH:31]=2)[C:27]([OH:26])=[O:55])[C:48]([NH:49][CH2:1][S:63]([C:60]2[CH:61]=[CH:62][C:57]([F:56])=[CH:58][CH:59]=2)(=[O:65])=[O:64])=[CH:47][N:46]=1)[CH3:54]. The catalyst class is: 17.